Dataset: Reaction yield outcomes from USPTO patents with 853,638 reactions. Task: Predict the reaction yield, written as a fraction of the theoretical maximum amount of product (1.0 means a 100% yield; for example, 0.34 means a 34% yield). (1) The catalyst is CCO. The yield is 0.350. The product is [CH2:1]([O:3][C:4]([C:5]1([C:6]([O:8][CH2:9][CH3:10])=[O:7])[CH2:13][C:14]2[N:15]=[CH:16][CH:17]=[CH:18][C:19]=2[CH2:20]1)=[O:11])[CH3:2]. The reactants are [CH2:1]([O:3][C:4](=[O:11])[CH2:5][C:6]([O:8][CH2:9][CH3:10])=[O:7])[CH3:2].Cl[CH2:13][C:14]1[C:19]([CH2:20]Cl)=[CH:18][CH:17]=[CH:16][N:15]=1. (2) The reactants are [C:1]([C:3]1[N:7]2[CH:8]=[CH:9][CH:10]=[CH:11][C:6]2=[N:5][CH:4]=1)#[CH:2].N1C=C(C#C[C:23]2[CH:24]=[C:25]([CH:47]=[CH:48][C:49]=2[CH3:50])[C:26]([NH:28][C:29]2[CH:34]=[CH:33][C:32]([CH2:35][N:36]3[CH2:41][CH2:40][N:39]([CH3:42])[CH2:38][CH2:37]3)=[C:31]([C:43]([F:46])([F:45])[F:44])[CH:30]=2)=[O:27])N2C=CN=CC=12.N#N.C(N(CC)C(C)C)(C)C. The catalyst is CN(C=O)C. The product is [N:5]1[CH:4]=[C:3]([C:1]#[C:2][C:48]2[CH:47]=[C:25]([CH:24]=[CH:23][C:49]=2[CH3:50])[C:26]([NH:28][C:29]2[CH:34]=[CH:33][C:32]([CH2:35][N:36]3[CH2:41][CH2:40][N:39]([CH3:42])[CH2:38][CH2:37]3)=[C:31]([C:43]([F:46])([F:45])[F:44])[CH:30]=2)=[O:27])[N:7]2[CH:8]=[CH:9][CH:10]=[CH:11][C:6]=12. The yield is 0.530. (3) The reactants are C(Cl)(=O)C(Cl)=O.[CH3:7][NH:8][C:9](=O)[CH3:10].N1C(C)=CC=CC=1C.[C:20]([NH:28][NH2:29])(=O)[C:21]1[CH:26]=[CH:25][N:24]=[CH:23][CH:22]=1. The catalyst is C(Cl)Cl. The product is [CH3:7][N:8]1[C:9]([CH3:10])=[N:29][N:28]=[C:20]1[C:21]1[CH:26]=[CH:25][N:24]=[CH:23][CH:22]=1. The yield is 0.440.